Predict the product of the given reaction. From a dataset of Forward reaction prediction with 1.9M reactions from USPTO patents (1976-2016). (1) Given the reactants C(O[C:4]([C:6]1[C:7]([OH:25])=[C:8]2[CH:16]=[CH:15][N:14]([CH2:17][C:18]3[CH:23]=[CH:22][CH:21]=[C:20]([F:24])[CH:19]=3)[C:9]2=[C:10]([C:12]#[N:13])[N:11]=1)=[O:5])C.[NH2:26][CH2:27][C:28]([OH:30])=[O:29].C[O-].[Na+].CO, predict the reaction product. The product is: [C:12]([C:10]1[N:11]=[C:6]([C:4]([NH:26][CH2:27][C:28]([OH:30])=[O:29])=[O:5])[C:7]([OH:25])=[C:8]2[CH:16]=[CH:15][N:14]([CH2:17][C:18]3[CH:23]=[CH:22][CH:21]=[C:20]([F:24])[CH:19]=3)[C:9]=12)#[N:13]. (2) Given the reactants [Br:1][C:2]1[CH:3]=[C:4]([CH:21]=[CH:22][CH:23]=1)[CH2:5][N:6]([CH3:20])[CH2:7][CH:8]([C:10]1[CH:19]=[CH:18][C:17]2[C:12](=[CH:13][CH:14]=[CH:15][CH:16]=2)[CH:11]=1)O.S(=O)(=O)(O)O, predict the reaction product. The product is: [Br:1][C:2]1[CH:3]=[C:4]2[C:21]([CH:8]([C:10]3[CH:19]=[CH:18][C:17]4[C:12](=[CH:13][CH:14]=[CH:15][CH:16]=4)[CH:11]=3)[CH2:7][N:6]([CH3:20])[CH2:5]2)=[CH:22][CH:23]=1. (3) Given the reactants [N:1]1[CH:2]=[C:3]([C:10]2[C:14](=[O:15])[NH:13][C:12](=[O:16])[C:11]=2[C:17]2[C:23]3[CH:24]=[C:25]([F:38])[CH:26]=[C:27]4[CH2:28][CH:29]([C:30]([N:32]5[CH2:37][CH2:36][CH2:35][CH2:34][CH2:33]5)=[O:31])[N:21]([C:22]=34)[CH2:20][CH2:19][N:18]=2)[N:4]2[CH:9]=[CH:8][CH:7]=[CH:6][C:5]=12.[CH3:39][S:40]([OH:43])(=[O:42])=[O:41].C(O)(C)C, predict the reaction product. The product is: [CH3:39][S:40]([OH:43])(=[O:42])=[O:41].[N:1]1[CH:2]=[C:3]([C:10]2[C:14](=[O:15])[NH:13][C:12](=[O:16])[C:11]=2[C:17]2[C:23]3[CH:24]=[C:25]([F:38])[CH:26]=[C:27]4[CH2:28][CH:29]([C:30]([N:32]5[CH2:33][CH2:34][CH2:35][CH2:36][CH2:37]5)=[O:31])[N:21]([C:22]=34)[CH2:20][CH2:19][N:18]=2)[N:4]2[CH:9]=[CH:8][CH:7]=[CH:6][C:5]=12.